Dataset: Reaction yield outcomes from USPTO patents with 853,638 reactions. Task: Predict the reaction yield, written as a fraction of the theoretical maximum amount of product (1.0 means a 100% yield; for example, 0.34 means a 34% yield). (1) The yield is 0.890. The product is [CH3:39][O:38][C:36](=[O:37])[CH2:35][CH2:34][CH2:33][CH2:32][CH2:31][NH:30][C:14](=[O:16])/[CH:13]=[CH:12]/[CH:11]=[CH:10]/[C:5]1[CH:6]=[CH:7][CH:8]=[CH:9][C:4]=1[N+:1]([O-:3])=[O:2]. The reactants are [N+:1]([C:4]1[CH:9]=[CH:8][CH:7]=[CH:6][C:5]=1/[CH:10]=[CH:11]/[CH:12]=[CH:13]/[C:14]([OH:16])=O)([O-:3])=[O:2].O1CCCC1.C(N(CC)CC)C.Cl.[NH2:30][CH2:31][CH2:32][CH2:33][CH2:34][CH2:35][C:36]([O:38][CH3:39])=[O:37]. No catalyst specified. (2) The reactants are [C:1]([O:5][C:6]([N:8]1[CH2:13][CH2:12][C:11]2[N:14]([CH2:20][O:21][CH2:22][CH2:23][Si:24]([CH3:27])([CH3:26])[CH3:25])[N:15]=[C:16](B(O)O)[C:10]=2[CH2:9]1)=[O:7])([CH3:4])([CH3:3])[CH3:2].Cl[C:29]1[N:30]=[N:31][CH:32]=[CH:33][CH:34]=1.CC(C1C=C(C(C)C)C(C2C=CC=CC=2P(C2CCCCC2)C2CCCCC2)=C(C(C)C)C=1)C.C([O-])([O-])=O.[Na+].[Na+]. The catalyst is O1CCOCC1.O.C1C=CC(/C=C/C(/C=C/C2C=CC=CC=2)=O)=CC=1.C1C=CC(/C=C/C(/C=C/C2C=CC=CC=2)=O)=CC=1.C1C=CC(/C=C/C(/C=C/C2C=CC=CC=2)=O)=CC=1.[Pd].[Pd]. The product is [N:30]1[CH:29]=[CH:34][CH:33]=[C:32]([C:16]2[C:10]3[CH2:9][N:8]([C:6]([O:5][C:1]([CH3:4])([CH3:3])[CH3:2])=[O:7])[CH2:13][CH2:12][C:11]=3[N:14]([CH2:20][O:21][CH2:22][CH2:23][Si:24]([CH3:27])([CH3:26])[CH3:25])[N:15]=2)[N:31]=1. The yield is 0.196. (3) The reactants are CC(C)([O-])C.[Li+].[CH3:7][O:8][C:9]1[CH:14]=[CH:13][CH:12]=[C:11]([O:15][CH2:16][C:17]2[CH:22]=[CH:21][C:20]([O:23][CH3:24])=[CH:19][CH:18]=2)[C:10]=1[C:25](=[O:27])[CH3:26].[C:28](=S)=[S:29].IC.[CH3:33][S:34]([CH3:36])=O. The catalyst is C(OCC)(=O)C.O. The product is [CH3:7][O:8][C:9]1[CH:14]=[CH:13][CH:12]=[C:11]([O:15][CH2:16][C:17]2[CH:18]=[CH:19][C:20]([O:23][CH3:24])=[CH:21][CH:22]=2)[C:10]=1[C:25](=[O:27])[CH:26]=[C:33]([S:29][CH3:28])[S:34][CH3:36]. The yield is 0.770. (4) The product is [C:3]([OH:12])(=[O:17])[C:25]1[CH:24]=[CH:23][C:14]([C:13]([OH:16])=[O:15])=[CH:19][CH:20]=1. The catalyst is C([O-])(=O)C.[Mn+2].C([O-])(=O)C.C([O-])(=O)C.[Co+2].C([O-])(=O)C. The reactants are ON1C(=O)N(O)C(=O)N(O)[C:3]1=[O:12].[C:13]([OH:16])(=[O:15])[CH3:14].[O:17]=O.[CH3:19][C:20]1C=C[C:23](C)=[CH:24][CH:25]=1. The yield is 0.970. (5) The reactants are [F:1][C:2]1[CH:7]=[CH:6][C:5]([N:8]2[C:17]3[C:12](=[N:13][CH:14]=[C:15]([CH2:18][C:19]4[CH:24]=[CH:23][C:22]([F:25])=[CH:21][CH:20]=4)[CH:16]=3)[C:11]([OH:26])=[C:10]([C:27]([NH:29][CH2:30][CH2:31][OH:32])=[O:28])[C:9]2=[O:33])=[CH:4][CH:3]=1.[OH-].[Na+:35]. The catalyst is C(O)C.C(OCC)C. The product is [F:1][C:2]1[CH:7]=[CH:6][C:5]([N:8]2[C:17]3[C:12](=[N:13][CH:14]=[C:15]([CH2:18][C:19]4[CH:24]=[CH:23][C:22]([F:25])=[CH:21][CH:20]=4)[CH:16]=3)[C:11]([O-:26])=[C:10]([C:27]([NH:29][CH2:30][CH2:31][OH:32])=[O:28])[C:9]2=[O:33])=[CH:4][CH:3]=1.[Na+:35]. The yield is 0.920. (6) The reactants are [NH:1]1[CH2:5][CH2:4][CH2:3][C:2]1=[O:6].[C:7](OC(=O)C)(=[O:9])[CH3:8]. No catalyst specified. The product is [C:7]([N:1]1[CH2:5][CH2:4][CH2:3][C:2]1=[O:6])(=[O:9])[CH3:8]. The yield is 0.960. (7) The reactants are [CH2:1]([C:4]1[CH:9]=[CH:8][C:7]([CH:10]2[CH2:13][N:12](C(OC(C)(C)C)=O)[CH2:11]2)=[CH:6][CH:5]=1)[CH2:2][CH3:3].C(O)(C(F)(F)F)=O. The catalyst is C(Cl)Cl.C([O-])(O)=O.[Na+]. The product is [CH2:1]([C:4]1[CH:9]=[CH:8][C:7]([CH:10]2[CH2:11][NH:12][CH2:13]2)=[CH:6][CH:5]=1)[CH2:2][CH3:3]. The yield is 0.730. (8) The reactants are [C:8](O[C:8](=[O:13])[C:9]([CH3:12])([CH3:11])[CH3:10])(=[O:13])[C:9]([CH3:12])([CH3:11])[CH3:10].[NH2:14][C:15]1[C:16]([C:22]([NH:24][NH2:25])=[O:23])=[N:17][C:18]([Br:21])=[CH:19][N:20]=1. The catalyst is C(#N)C. The product is [NH2:14][C:15]1[C:16]([C:22]([NH:24][NH:25][C:8](=[O:13])[C:9]([CH3:10])([CH3:11])[CH3:12])=[O:23])=[N:17][C:18]([Br:21])=[CH:19][N:20]=1. The yield is 0.960. (9) The reactants are [F:1][C:2]([F:19])([F:18])[C:3]1[CH:8]=[CH:7][C:6]([C:9](=O)[CH2:10][C:11](=O)[C:12]([F:15])([F:14])[F:13])=[CH:5][CH:4]=1.[NH2:20][C:21]1[C:25]([C:26]2[CH:27]=[N:28][CH:29]=[CH:30][CH:31]=2)=[CH:24][NH:23][N:22]=1. No catalyst specified. The product is [F:1][C:2]([F:19])([F:18])[C:3]1[CH:8]=[CH:7][C:6]([C:9]2[CH:10]=[C:11]([C:12]([F:15])([F:14])[F:13])[N:22]3[N:23]=[CH:24][C:25]([C:26]4[CH:27]=[N:28][CH:29]=[CH:30][CH:31]=4)=[C:21]3[N:20]=2)=[CH:5][CH:4]=1. The yield is 0.700. (10) The reactants are [Cl:1][C:2]1[O:6][C:5]([CH2:7][OH:8])=[CH:4][C:3]=1[CH2:9][C:10]1[CH:15]=[CH:14][CH:13]=[C:12]([Cl:16])[CH:11]=1. The catalyst is C(Cl)Cl.O=[Mn]=O. The product is [Cl:1][C:2]1[O:6][C:5]([CH:7]=[O:8])=[CH:4][C:3]=1[CH2:9][C:10]1[CH:15]=[CH:14][CH:13]=[C:12]([Cl:16])[CH:11]=1. The yield is 0.660.